This data is from Catalyst prediction with 721,799 reactions and 888 catalyst types from USPTO. The task is: Predict which catalyst facilitates the given reaction. (1) Reactant: [OH:1][C:2]1[C:7](=[O:8])[CH:6]=[CH:5][N:4]([CH2:9][CH2:10][O:11][CH3:12])[C:3]=1[C:13]([N:19]([C:38]([NH:52][C:53]([OH:55])=[O:54])([C:40]1[N:41]([CH2:48][CH2:49][O:50][CH3:51])[CH:42]=[CH:43][C:44](=[O:47])[C:45]=1[OH:46])[CH3:39])[C:20]([NH:34][C:35]([OH:37])=[O:36])([C:22]1[N:23]([CH2:30][CH2:31][O:32][CH3:33])[CH:24]=[CH:25][C:26](=[O:29])[C:27]=1[OH:28])[CH3:21])([NH:15][C:16]([OH:18])=[O:17])[CH3:14].O.O.O.O.O.O.[N+]([O-])([O-])=O.[La+3:66].[N+]([O-])([O-])=O.[N+]([O-])([O-])=O.N1C=CC=CC=1. Product: [La+3:66].[OH:46][C:45]1[C:44](=[O:47])[CH:43]=[CH:42][N:41]([CH2:48][CH2:49][O:50][CH3:51])[C:40]=1[C:38]([N:19]([C:20]([NH:34][C:35]([OH:37])=[O:36])([C:22]1[N:23]([CH2:30][CH2:31][O:32][CH3:33])[CH:24]=[CH:25][C:26](=[O:29])[C:27]=1[OH:28])[CH3:21])[C:13]([NH:15][C:16]([OH:18])=[O:17])([C:3]1[N:4]([CH2:9][CH2:10][O:11][CH3:12])[CH:5]=[CH:6][C:7](=[O:8])[C:2]=1[OH:1])[CH3:14])([NH:52][C:53]([OH:55])=[O:54])[CH3:39]. The catalyst class is: 24. (2) Reactant: [Cl:1][C:2]1[N:10]=[C:9]2[C:5]([NH:6][CH:7]=[N:8]2)=[C:4]([NH:11][CH:12]2[CH2:17][CH2:16][CH2:15][CH2:14][CH2:13]2)[N:3]=1.Br[CH2:19][CH2:20][Cl:21].C(=O)([O-])[O-].[K+].[K+]. Product: [Cl:1][C:2]1[N:10]=[C:9]2[C:5]([N:6]=[CH:7][N:8]2[CH2:19][CH2:20][Cl:21])=[C:4]([NH:11][CH:12]2[CH2:17][CH2:16][CH2:15][CH2:14][CH2:13]2)[N:3]=1. The catalyst class is: 3.